Predict the reactants needed to synthesize the given product. From a dataset of Full USPTO retrosynthesis dataset with 1.9M reactions from patents (1976-2016). (1) The reactants are: C(N(CC)CC)C.[CH2:8]([O:15][C:16]1[CH:25]=[C:24]2[C:19]([C:20](Cl)=[C:21]([N+:26]([O-:28])=[O:27])[CH:22]=[N:23]2)=[CH:18][CH:17]=1)[C:9]1[CH:14]=[CH:13][CH:12]=[CH:11][CH:10]=1.[CH2:30]([NH2:34])[CH:31]([CH3:33])[CH3:32]. Given the product [CH2:8]([O:15][C:16]1[CH:25]=[C:24]2[C:19]([C:20]([NH:34][CH2:30][CH:31]([CH3:33])[CH3:32])=[C:21]([N+:26]([O-:28])=[O:27])[CH:22]=[N:23]2)=[CH:18][CH:17]=1)[C:9]1[CH:14]=[CH:13][CH:12]=[CH:11][CH:10]=1, predict the reactants needed to synthesize it. (2) Given the product [Cl:8][C:7]1[C:2]([N:18]2[CH2:19][CH2:20][C@@H:16]([NH2:15])[CH2:17]2)=[N:3][CH:4]=[CH:5][CH:6]=1, predict the reactants needed to synthesize it. The reactants are: Cl[C:2]1[C:7]([Cl:8])=[CH:6][CH:5]=[CH:4][N:3]=1.C(OC(=O)[NH:15][C@@H:16]1[CH2:20][CH2:19][N:18](C2C(C(F)(F)F)=CC=CN=2)[CH2:17]1)(C)(C)C.FC(F)(F)C1C(N2CC[C@@H](N)C2)=NC=CC=1. (3) Given the product [CH3:34][O:35][C:36]1[CH:45]=[C:44]([O:46][CH3:47])[CH:43]=[C:42]2[C:37]=1[C:38](=[O:61])[NH:39][C:40]([C:48]1[C:53]([NH:54][CH:55]3[CH2:60][CH2:59][N:58]([C:19](=[O:21])[C:18]([N:17]([CH3:23])[CH3:16])=[O:22])[CH2:57][CH2:56]3)=[CH:52][CH:51]=[CH:50][N:49]=1)=[N:41]2, predict the reactants needed to synthesize it. The reactants are: C1(N=C=NC2CCCCC2)CCCCC1.[CH3:16][N:17]([CH3:23])[C:18](=[O:22])[C:19]([OH:21])=O.ON1C2C=CC=CC=2N=N1.[CH3:34][O:35][C:36]1[CH:45]=[C:44]([O:46][CH3:47])[CH:43]=[C:42]2[C:37]=1[C:38](=[O:61])[NH:39][C:40]([C:48]1[C:53]([NH:54][CH:55]3[CH2:60][CH2:59][NH:58][CH2:57][CH2:56]3)=[CH:52][CH:51]=[CH:50][N:49]=1)=[N:41]2. (4) Given the product [Cl:1][C:2]1[CH:7]=[CH:6][C:5]([C:8]2([C:11]([N:13]3[CH2:17][C@H:16]([S:18]([C:21]4[CH:26]=[CH:25][C:24]([Cl:27])=[CH:23][C:22]=4[Cl:28])(=[O:20])=[O:19])[CH2:15][C@H:14]3[C:29]([NH:32][C@@H:33]([CH2:42][CH2:43][CH3:44])[C:34](=[O:41])[C:35]([NH:37][CH:38]3[CH2:40][CH2:39]3)=[O:36])=[O:30])=[O:12])[CH2:10][CH2:9]2)=[CH:4][CH:3]=1, predict the reactants needed to synthesize it. The reactants are: [Cl:1][C:2]1[CH:7]=[CH:6][C:5]([C:8]2([C:11]([N:13]3[CH2:17][C@H:16]([S:18]([C:21]4[CH:26]=[CH:25][C:24]([Cl:27])=[CH:23][C:22]=4[Cl:28])(=[O:20])=[O:19])[CH2:15][C@H:14]3[C:29](O)=[O:30])=[O:12])[CH2:10][CH2:9]2)=[CH:4][CH:3]=1.[NH2:32][C@@H:33]([CH2:42][CH2:43][CH3:44])[C@H:34]([OH:41])[C:35]([NH:37][CH:38]1[CH2:40][CH2:39]1)=[O:36]. (5) Given the product [Cl:31][C:32]1[CH:33]=[CH:34][C:35]([C:14]([C:4]2[CH:3]=[CH:2][C:7]([CH2:8][N:9]3[CH2:10][CH2:11][CH2:12][CH2:13]3)=[CH:6][CH:5]=2)([C:24]2[CH:29]=[CH:28][CH:27]=[CH:26][CH:25]=2)[OH:15])=[CH:36][CH:37]=1, predict the reactants needed to synthesize it. The reactants are: Cl[C:2]1[CH:3]=[C:4]([C:14](C2C=CC=C(Cl)C=2)=[O:15])[CH:5]=[CH:6][C:7]=1[CH2:8][N:9]1[CH2:13][CH2:12][CH2:11][CH2:10]1.Br[C:24]1[CH:29]=[CH:28][CH:27]=[CH:26][CH:25]=1.[Mg].[Cl:31][C:32]1[CH:33]=[C:34](C(C2C=CC(C)=CC=2)=O)[CH:35]=[CH:36][CH:37]=1. (6) The reactants are: [CH3:1][S:2]([C:5]1[CH:13]=[CH:12][C:8]([C:9]([OH:11])=O)=[CH:7][C:6]=1[S:14]([N:17]1[CH2:22][CH2:21][O:20][CH2:19][CH2:18]1)(=[O:16])=[O:15])(=[O:4])=[O:3].[CH2:23]([C:36]1[CH:41]=[CH:40][C:39]([NH2:42])=[CH:38][C:37]=1[S:43]([OH:46])(=[O:45])=[O:44])[CH2:24][C:25]1[CH:30]=[CH:29][C:28]([NH2:31])=[CH:27][C:26]=1[S:32]([OH:35])(=[O:34])=[O:33]. Given the product [CH:23](/[C:36]1[CH:41]=[CH:40][C:39]([NH:42][C:9](=[O:11])[C:8]2[CH:12]=[CH:13][C:5]([S:2]([CH3:1])(=[O:3])=[O:4])=[C:6]([S:14]([N:17]3[CH2:18][CH2:19][O:20][CH2:21][CH2:22]3)(=[O:16])=[O:15])[CH:7]=2)=[CH:38][C:37]=1[S:43]([OH:46])(=[O:44])=[O:45])=[CH:24]\[C:25]1[CH:30]=[CH:29][C:28]([NH:31][C:9](=[O:11])[C:8]2[CH:12]=[CH:13][C:5]([S:2]([CH3:1])(=[O:3])=[O:4])=[C:6]([S:14]([N:17]3[CH2:22][CH2:21][O:20][CH2:19][CH2:18]3)(=[O:16])=[O:15])[CH:7]=2)=[CH:27][C:26]=1[S:32]([OH:35])(=[O:33])=[O:34], predict the reactants needed to synthesize it.